This data is from Reaction yield outcomes from USPTO patents with 853,638 reactions. The task is: Predict the reaction yield, written as a fraction of the theoretical maximum amount of product (1.0 means a 100% yield; for example, 0.34 means a 34% yield). (1) The yield is 0.980. The reactants are [O:1]1[C:5]2[CH:6]=[CH:7][C:8]([C:10]3([C:13]([NH:15][C:16]4[CH:21]=[CH:20][C:19]([CH3:22])=[C:18](Br)[CH:17]=4)=[O:14])[CH2:12][CH2:11]3)=[CH:9][C:4]=2[O:3][CH2:2]1.B([C:27]1[CH:35]=[CH:34][C:30]([C:31]([OH:33])=[O:32])=[CH:29][CH:28]=1)(O)O.C([O-])([O-])=O.[K+].[K+]. The product is [O:1]1[C:5]2[CH:6]=[CH:7][C:8]([C:10]3([C:13]([NH:15][C:16]4[CH:21]=[CH:20][C:19]([CH3:22])=[C:18]([C:27]5[CH:35]=[CH:34][C:30]([C:31]([OH:33])=[O:32])=[CH:29][CH:28]=5)[CH:17]=4)=[O:14])[CH2:12][CH2:11]3)=[CH:9][C:4]=2[O:3][CH2:2]1. The catalyst is CN(C=O)C. (2) The reactants are [Cl:1][C:2]1[CH:8]=[C:7]([O:9][C:10]2[C:19]3[C:14](=[CH:15][C:16]([O:22][CH3:23])=[C:17]([O:20][CH3:21])[CH:18]=3)[N:13]=[CH:12][N:11]=2)[CH:6]=[CH:5][C:3]=1[NH2:4].Cl[C:25](Cl)([O:27][C:28](=[O:34])OC(Cl)(Cl)Cl)Cl.[C:36]1([CH2:42]CO)[CH:41]=[CH:40][CH:39]=[CH:38][CH:37]=1.C(=O)(O)[O-].[Na+]. The catalyst is C(Cl)Cl.C(N(CC)CC)C.C1(C)C=CC=CC=1. The product is [Cl:1][C:2]1[CH:8]=[C:7]([O:9][C:10]2[C:19]3[C:14](=[CH:15][C:16]([O:22][CH3:23])=[C:17]([O:20][CH3:21])[CH:18]=3)[N:13]=[CH:12][N:11]=2)[CH:6]=[CH:5][C:3]=1[NH:4][C:28](=[O:34])[O:27][CH2:25][CH2:42][C:36]1[CH:41]=[CH:40][CH:39]=[CH:38][CH:37]=1. The yield is 0.220. (3) The reactants are Cl[C:2]1[N:7]=[C:6]([Cl:8])[C:5]([C:9]([F:12])([F:11])[F:10])=[CH:4][N:3]=1.[CH3:13][S-:14].[Na+]. The catalyst is C1COCC1.[Cl-].[Zn+2].[Cl-]. The product is [Cl:8][C:6]1[C:5]([C:9]([F:12])([F:11])[F:10])=[CH:4][N:3]=[C:2]([S:14][CH3:13])[N:7]=1. The yield is 0.820. (4) The reactants are [C:1]([C:5]1[CH:10]=[CH:9][C:8]([S:11]([NH:14][C:15]2[CH:23]=[C:22]([F:24])[CH:21]=[CH:20][C:16]=2[C:17]([OH:19])=[O:18])(=[O:13])=[O:12])=[CH:7][CH:6]=1)([CH3:4])([CH3:3])[CH3:2].[Cl:25]N1C(=O)CCC1=O. The catalyst is C(O)(=O)C. The product is [C:1]([C:5]1[CH:6]=[CH:7][C:8]([S:11]([NH:14][C:15]2[CH:23]=[C:22]([F:24])[C:21]([Cl:25])=[CH:20][C:16]=2[C:17]([OH:19])=[O:18])(=[O:13])=[O:12])=[CH:9][CH:10]=1)([CH3:4])([CH3:2])[CH3:3]. The yield is 0.870. (5) The reactants are [CH2:1]([O:8][N:9]1[C:14](=[O:15])[CH:13]=[C:12](OS(C(F)(F)F)(=O)=O)[C:11]([C:24]([O:26][CH2:27][CH3:28])=[O:25])=[CH:10]1)[C:2]1[CH:7]=[CH:6][CH:5]=[CH:4][CH:3]=1.[CH2:29]([NH2:36])[C:30]1[CH:35]=[CH:34][CH:33]=[CH:32][CH:31]=1.C(N(CC)C(C)C)(C)C. The catalyst is C(#N)C. The product is [CH2:29]([NH:36][C:12]1[C:11]([C:24]([O:26][CH2:27][CH3:28])=[O:25])=[CH:10][N:9]([O:8][CH2:1][C:2]2[CH:7]=[CH:6][CH:5]=[CH:4][CH:3]=2)[C:14](=[O:15])[CH:13]=1)[C:30]1[CH:35]=[CH:34][CH:33]=[CH:32][CH:31]=1. The yield is 0.980. (6) The reactants are [H-].[Na+].[F:3][C:4]1[CH:9]=[CH:8][CH:7]=[CH:6][C:5]=1[OH:10].[Cl:11][C:12]1[CH:17]=[C:16](Cl)[N:15]=[CH:14][N:13]=1.O. The catalyst is C1COCC1.C(OCC)(=O)C. The product is [Cl:11][C:12]1[CH:17]=[C:16]([O:10][C:5]2[CH:6]=[CH:7][CH:8]=[CH:9][C:4]=2[F:3])[N:15]=[CH:14][N:13]=1. The yield is 0.650.